From a dataset of Full USPTO retrosynthesis dataset with 1.9M reactions from patents (1976-2016). Predict the reactants needed to synthesize the given product. Given the product [OH2:16].[C:37]([OH:44])(=[O:43])/[CH:38]=[CH:39]/[C:40]([OH:42])=[O:41].[NH2:1][CH2:2][C:3]1[CH:4]=[CH:5][C:6]([F:36])=[C:7]([CH:9]2[CH2:14][CH2:13][N:12]([C:15]([C:17]3[C:25]4[C:20](=[C:21]([F:31])[CH:22]=[CH:23][C:24]=4[O:26][C:27]([F:30])([F:28])[F:29])[N:19]([CH2:32][CH2:33][O:34][CH3:35])[CH:18]=3)=[O:16])[CH2:11][CH2:10]2)[CH:8]=1.[C:37]([OH:44])(=[O:43])/[CH:38]=[CH:39]/[C:40]([OH:42])=[O:41].[C:37]([OH:44])(=[O:43])/[CH:38]=[CH:39]/[C:40]([OH:42])=[O:41].[NH2:1][CH2:2][C:3]1[CH:4]=[CH:5][C:6]([F:36])=[C:7]([CH:9]2[CH2:14][CH2:13][N:12]([C:15]([C:17]3[C:25]4[C:20](=[C:21]([F:31])[CH:22]=[CH:23][C:24]=4[O:26][C:27]([F:30])([F:28])[F:29])[N:19]([CH2:32][CH2:33][O:34][CH3:35])[CH:18]=3)=[O:16])[CH2:11][CH2:10]2)[CH:8]=1.[OH2:48], predict the reactants needed to synthesize it. The reactants are: [NH2:1][CH2:2][C:3]1[CH:4]=[CH:5][C:6]([F:36])=[C:7]([CH:9]2[CH2:14][CH2:13][N:12]([C:15]([C:17]3[C:25]4[C:20](=[C:21]([F:31])[CH:22]=[CH:23][C:24]=4[O:26][C:27]([F:30])([F:29])[F:28])[N:19]([CH2:32][CH2:33][O:34][CH3:35])[CH:18]=3)=[O:16])[CH2:11][CH2:10]2)[CH:8]=1.[C:37]([OH:44])(=[O:43])/[CH:38]=[CH:39]/[C:40]([OH:42])=[O:41].C([OH:48])(C)C.